Dataset: Catalyst prediction with 721,799 reactions and 888 catalyst types from USPTO. Task: Predict which catalyst facilitates the given reaction. (1) The catalyst class is: 18. Product: [Cl:22][C:20]1[CH:19]=[CH:18][C:17]([O:23][C:24]([CH3:25])([CH3:26])[C:27]([NH:57][S:54]([CH3:53])(=[O:56])=[O:55])=[O:29])=[C:16]([CH:15]2[CH2:14][C:13](=[O:30])[NH:12][CH:11]([C:31]3[C:36]([CH3:37])=[CH:35][CH:34]=[C:33]([F:38])[C:32]=3[F:39])[C:10]32[C:5]2[C:6](=[CH:7][C:2]([Cl:1])=[CH:3][CH:4]=2)[NH:8][C:9]3=[O:40])[CH:21]=1. Reactant: [Cl:1][C:2]1[CH:7]=[C:6]2[NH:8][C:9](=[O:40])[C:10]3([CH:15]([C:16]4[CH:21]=[C:20]([Cl:22])[CH:19]=[CH:18][C:17]=4[O:23][C:24]([C:27]([OH:29])=O)([CH3:26])[CH3:25])[CH2:14][C:13](=[O:30])[NH:12][CH:11]3[C:31]3[C:36]([CH3:37])=[CH:35][CH:34]=[C:33]([F:38])[C:32]=3[F:39])[C:5]2=[CH:4][CH:3]=1.C1N=CN(C(N2C=NC=C2)=O)C=1.[CH3:53][S:54]([NH2:57])(=[O:56])=[O:55].[H-].[Na+].Cl. (2) Reactant: [CH3:1][O:2][C:3]1[CH:4]=[C:5]2[C:10](=[CH:11][C:12]=1[O:13][CH3:14])[N:9]=[CH:8][CH:7]=[C:6]2[O:15][C:16]1[CH:21]=[CH:20][C:19]([NH:22][C:23](=O)[CH2:24][O:25][C:26]2[CH:31]=[CH:30][C:29]([O:32][CH3:33])=[CH:28][CH:27]=2)=[CH:18][CH:17]=1.Cl.[OH-].[Na+]. Product: [CH3:1][O:2][C:3]1[CH:4]=[C:5]2[C:10](=[CH:11][C:12]=1[O:13][CH3:14])[N:9]=[CH:8][CH:7]=[C:6]2[O:15][C:16]1[CH:17]=[CH:18][C:19]([NH:22][CH2:23][CH2:24][O:25][C:26]2[CH:27]=[CH:28][C:29]([O:32][CH3:33])=[CH:30][CH:31]=2)=[CH:20][CH:21]=1. The catalyst class is: 7. (3) Reactant: [N:1]1([O:10][C:11]2[C:12]3[N:13]=[CH:14][N:15]([C:38]=3[N:39]=[CH:40][N:41]=2)[C@@H:16]2[O:37][C@H:27]([CH2:28][O:29][Si:30]([C:33]([CH3:36])([CH3:35])[CH3:34])([CH3:32])[CH3:31])[C@@H:18]([O:19][Si:20]([C:23]([CH3:26])([CH3:25])[CH3:24])([CH3:22])[CH3:21])[CH2:17]2)[C:5]2[CH:6]=[CH:7][CH:8]=[CH:9][C:4]=2[N:3]=[N:2]1.[Si:42]([O:49][C@@H]1[C@H]([O:49][Si:42]([C:45]([CH3:48])([CH3:47])[CH3:46])([CH3:44])[CH3:43])[C@@H](C[O:49][Si:42]([C:45]([CH3:48])([CH3:47])[CH3:46])([CH3:44])[CH3:43])O[C@H]1N1C2N=CN=C(O)C=2N=C1)([C:45]([CH3:48])([CH3:47])[CH3:46])([CH3:44])[CH3:43].F[P-](F)(F)(F)(F)F.N1(O[P+](N(C)C)(N(C)C)N(C)C)C2C=CC=CC=2N=N1.CCN(C(C)C)C(C)C. Product: [N:1]1([O:10][C:11]2[C:12]3[N:13]=[CH:14][N:15]([C:38]=3[N:39]=[CH:40][N:41]=2)[C@@H:16]2[O:37][C@H:27]([CH2:28][O:29][Si:30]([C:33]([CH3:34])([CH3:35])[CH3:36])([CH3:31])[CH3:32])[C@@H:18]([O:19][Si:20]([C:23]([CH3:25])([CH3:26])[CH3:24])([CH3:22])[CH3:21])[C@H:17]2[O:49][Si:42]([C:45]([CH3:48])([CH3:47])[CH3:46])([CH3:44])[CH3:43])[C:5]2[CH:6]=[CH:7][CH:8]=[CH:9][C:4]=2[N:3]=[N:2]1. The catalyst class is: 1. (4) Reactant: [CH2:1]([C:7]1[CH:12]=[CH:11][C:10]([NH:13][C:14]2[CH:19]=[CH:18][CH:17]=[C:16]([C:20]3[CH:25]=[CH:24][CH:23]=[CH:22][C:21]=3[CH3:26])[CH:15]=2)=[CH:9][CH:8]=1)[CH2:2][CH2:3][CH2:4][CH:5]=[CH2:6].C12BC(CCC1)CCC2.[OH-:36].[Na+].OO. Product: [OH:36][CH2:6][CH2:5][CH2:4][CH2:3][CH2:2][CH2:1][C:7]1[CH:12]=[CH:11][C:10]([NH:13][C:14]2[CH:19]=[CH:18][CH:17]=[C:16]([C:20]3[CH:25]=[CH:24][CH:23]=[CH:22][C:21]=3[CH3:26])[CH:15]=2)=[CH:9][CH:8]=1. The catalyst class is: 1. (5) Reactant: [C:1]([C:9]1[C:14](=[O:15])[CH:13]=[C:12]([CH2:16][CH3:17])[NH:11][C:10]=1[CH3:18])(=[O:8])[C:2]1[CH:7]=[CH:6][CH:5]=[CH:4][CH:3]=1.[CH3:19][C:20]1[C:21]([N:26]([CH2:46][O:47][CH2:48][CH2:49][O:50][CH3:51])[S:27]([C:30]2[S:31][CH:32]=[CH:33][C:34]=2[C:35]2[CH:40]=[CH:39][C:38](S(C)(=O)=O)=[CH:37][C:36]=2C)(=[O:29])=[O:28])=[N:22][O:23][C:24]=1[CH3:25].O.[CH3:53]N(C)C=O. Product: [CH3:19][C:20]1[C:21]([N:26]([CH2:46][O:47][CH2:48][CH2:49][O:50][CH3:51])[S:27]([C:30]2[S:31][CH:32]=[CH:33][C:34]=2[C:35]2[CH:36]=[CH:37][C:38]([CH2:53][O:15][C:14]3[CH:13]=[C:12]([CH2:16][CH3:17])[N:11]=[C:10]([CH3:18])[C:9]=3[C:1](=[O:8])[C:2]3[CH:3]=[CH:4][CH:5]=[CH:6][CH:7]=3)=[CH:39][CH:40]=2)(=[O:29])=[O:28])=[N:22][O:23][C:24]=1[CH3:25]. The catalyst class is: 13. (6) Reactant: [CH3:1][C:2]([O:5][C:6]([NH:8][CH2:9][CH2:10][NH:11][C:12]([C@H:14]1[CH2:19][CH2:18][CH2:17][N:16](C(OCC2C=CC=CC=2)=O)[CH2:15]1)=[O:13])=[O:7])([CH3:4])[CH3:3]. Product: [NH:16]1[CH2:17][CH2:18][CH2:19][C@H:14]([C:12]([NH:11][CH2:10][CH2:9][NH:8][C:6](=[O:7])[O:5][C:2]([CH3:3])([CH3:1])[CH3:4])=[O:13])[CH2:15]1. The catalyst class is: 43. (7) Reactant: CN1CCNCC1.C([Li])CCC.[CH3:13][O:14][C:15]1[N:20]=[C:19]([CH:21]=[O:22])[CH:18]=[CH:17][CH:16]=1.C([Li])(C)(C)C.[Cl:28]C(Cl)(Cl)C(Cl)(Cl)Cl. The catalyst class is: 30. Product: [Cl:28][C:16]1[CH:17]=[CH:18][C:19]([CH:21]=[O:22])=[N:20][C:15]=1[O:14][CH3:13].